Dataset: Reaction yield outcomes from USPTO patents with 853,638 reactions. Task: Predict the reaction yield, written as a fraction of the theoretical maximum amount of product (1.0 means a 100% yield; for example, 0.34 means a 34% yield). (1) The reactants are [CH3:1][N:2]([CH3:20])[P:3]([O:8][C:9]1[CH:10]=[C:11]([CH:17]=[CH:18][CH:19]=1)[C:12]([O:14][CH2:15][CH3:16])=[O:13])([N:5]([CH3:7])[CH3:6])=[O:4].[I:21]I. The catalyst is C1COCC1. The product is [CH3:20][N:2]([CH3:1])[P:3]([O:8][C:9]1[C:10]([I:21])=[C:11]([CH:17]=[CH:18][CH:19]=1)[C:12]([O:14][CH2:15][CH3:16])=[O:13])([N:5]([CH3:6])[CH3:7])=[O:4]. The yield is 0.780. (2) The reactants are Cl.[NH2:2][CH2:3][C:4]([C:6]12[CH2:13][CH2:12][C:9]([C:14]3[CH:19]=[CH:18][C:17]([Br:20])=[CH:16][CH:15]=3)([CH2:10][CH2:11]1)[CH2:8][CH2:7]2)=[O:5].[C:21]([O:25][C:26]([NH:28][C@@H:29]([C:33]([CH3:36])([CH3:35])[CH3:34])[C:30](O)=[O:31])=[O:27])([CH3:24])([CH3:23])[CH3:22].CCN(C(C)C)C(C)C.CN(C(ON1N=NC2C=CC=NC1=2)=[N+](C)C)C.F[P-](F)(F)(F)(F)F. The catalyst is CN(C=O)C.O. The product is [Br:20][C:17]1[CH:16]=[CH:15][C:14]([C:9]23[CH2:10][CH2:11][C:6]([C:4](=[O:5])[CH2:3][NH:2][C:30](=[O:31])[C@@H:29]([NH:28][C:26](=[O:27])[O:25][C:21]([CH3:24])([CH3:23])[CH3:22])[C:33]([CH3:36])([CH3:35])[CH3:34])([CH2:7][CH2:8]2)[CH2:13][CH2:12]3)=[CH:19][CH:18]=1. The yield is 0.702. (3) The reactants are [O:1]1[CH2:6][CH2:5][CH2:4][CH2:3][CH:2]1[O:7][CH2:8][C:9]#[C:10][C:11]1[CH:12]=[C:13]2[C:17](=[CH:18][CH:19]=1)[C:16](=[O:20])[O:15][CH2:14]2.[H][H]. The catalyst is [Pd].CO. The product is [O:1]1[CH2:6][CH2:5][CH2:4][CH2:3][CH:2]1[O:7][CH2:8][CH2:9][CH2:10][C:11]1[CH:12]=[C:13]2[C:17](=[CH:18][CH:19]=1)[C:16](=[O:20])[O:15][CH2:14]2. The yield is 0.990. (4) The reactants are [CH3:1][O:2][C:3]1[CH:4]=[C:5]2[C:10](=[CH:11][C:12]=1[O:13][CH3:14])[N:9]=[CH:8][N:7]=[C:6]2[O:15][C:16]1[CH:22]=[CH:21][C:19]([NH2:20])=[C:18]([O:23][CH3:24])[CH:17]=1.ClC(Cl)(O[C:29](=[O:35])OC(Cl)(Cl)Cl)Cl.[CH3:37][C:38]1[CH:50]=[CH:49][CH:48]=[CH:47][C:39]=1[CH2:40][N:41]1[CH2:45][CH2:44][CH:43]([NH2:46])[CH2:42]1.C(=O)([O-])O.[Na+]. The catalyst is C(N(CC)CC)C.C(Cl)(Cl)Cl. The product is [CH3:1][O:2][C:3]1[CH:4]=[C:5]2[C:10](=[CH:11][C:12]=1[O:13][CH3:14])[N:9]=[CH:8][N:7]=[C:6]2[O:15][C:16]1[CH:22]=[CH:21][C:19]([NH:20][C:29]([NH:46][CH:43]2[CH2:44][CH2:45][N:41]([CH2:40][C:39]3[CH:47]=[CH:48][CH:49]=[CH:50][C:38]=3[CH3:37])[CH2:42]2)=[O:35])=[C:18]([O:23][CH3:24])[CH:17]=1. The yield is 0.350. (5) The reactants are [C:1]([C:4]1[CH:19]=[CH:18][C:7]([O:8][CH2:9][CH2:10][CH2:11][CH2:12][CH2:13][CH2:14][CH2:15][CH2:16]O)=[CH:6][CH:5]=1)(=[NH:3])[NH2:2].ClCCl.P(Br)(Br)[Br:24]. The catalyst is O. The product is [BrH:24].[C:1]([C:4]1[CH:19]=[CH:18][C:7]([O:8][CH2:9][CH2:10][CH2:11][CH2:12][CH2:13][CH2:14][CH2:15][CH2:16][Br:24])=[CH:6][CH:5]=1)(=[NH:3])[NH2:2]. The yield is 0.310. (6) The reactants are [NH2:1][C@H:2]([C:6]([OH:8])=[O:7])[CH:3]([CH3:5])[CH3:4].C([O-])(O)=O.[Na+].[CH3:14][O:15][C:16](Cl)=[O:17]. The catalyst is O. The product is [CH3:14][O:15][C:16]([NH:1][C@H:2]([CH:3]([CH3:5])[CH3:4])[C:6]([OH:8])=[O:7])=[O:17]. The yield is 0.750.